From a dataset of Reaction yield outcomes from USPTO patents with 853,638 reactions. Predict the reaction yield, written as a fraction of the theoretical maximum amount of product (1.0 means a 100% yield; for example, 0.34 means a 34% yield). (1) The reactants are [CH3:1][O:2][CH2:3][C@H:4]([CH3:34])[O:5][C:6]1[CH:7]=[C:8]([CH:20]=[C:21]([C:23]2[NH:24][C:25]([C:28]3[O:29][C@@H:30]([CH3:33])[CH2:31][N:32]=3)=[CH:26][CH:27]=2)[CH:22]=1)[O:9][C:10]1[CH:11]=[CH:12][C:13]([C:16]([O:18]C)=[O:17])=[N:14][CH:15]=1.O.O.[OH-].[Li+].[Cl-].[NH4+]. The catalyst is CO. The product is [CH3:1][O:2][CH2:3][C@H:4]([CH3:34])[O:5][C:6]1[CH:7]=[C:8]([CH:20]=[C:21]([C:23]2[NH:24][C:25]([C:28]3[O:29][C@@H:30]([CH3:33])[CH2:31][N:32]=3)=[CH:26][CH:27]=2)[CH:22]=1)[O:9][C:10]1[CH:11]=[CH:12][C:13]([C:16]([OH:18])=[O:17])=[N:14][CH:15]=1. The yield is 1.00. (2) The catalyst is CS(C)=O.O.Cl.C1C=CC([P]([Pd]([P](C2C=CC=CC=2)(C2C=CC=CC=2)C2C=CC=CC=2)([P](C2C=CC=CC=2)(C2C=CC=CC=2)C2C=CC=CC=2)[P](C2C=CC=CC=2)(C2C=CC=CC=2)C2C=CC=CC=2)(C2C=CC=CC=2)C2C=CC=CC=2)=CC=1. The reactants are CC1C=CC(S([O-])=O)=CC=1.[NH2:11][C:12]1[C:21]([C:22]([O:24]CC=C)=[O:23])=[C:15]2[N:16]=[CH:17][C:18]([F:20])=[CH:19][N:14]2[N:13]=1. The product is [NH2:11][C:12]1[C:21]([C:22]([OH:24])=[O:23])=[C:15]2[N:16]=[CH:17][C:18]([F:20])=[CH:19][N:14]2[N:13]=1. The yield is 0.850. (3) The product is [CH3:1][C:2]1[CH:3]=[CH:4][C:5]([S:8]([NH:11][C@H:12]([C:20]([NH:48][C:47]#[N:46])=[N:22][CH2:23][CH2:24][CH2:25][CH2:26][C@H:27]([N:31]([S:36]([C:39]2[CH:40]=[CH:41][C:42]([CH3:45])=[CH:43][CH:44]=2)(=[O:37])=[O:38])[CH2:32][CH:33]([CH3:34])[CH3:35])[C:28]([OH:30])=[O:29])[CH2:13][C:14]2[CH:15]=[CH:16][CH:17]=[CH:18][CH:19]=2)(=[O:9])=[O:10])=[CH:6][CH:7]=1. The yield is 0.570. The catalyst is CO.[NH4+].[Cl-]. The reactants are [CH3:1][C:2]1[CH:7]=[CH:6][C:5]([S:8]([NH:11][C@H:12]([C:20]([NH:22][CH2:23][CH2:24][CH2:25][CH2:26][C@H:27]([N:31]([S:36]([C:39]2[CH:44]=[CH:43][C:42]([CH3:45])=[CH:41][CH:40]=2)(=[O:38])=[O:37])[CH2:32][CH:33]([CH3:35])[CH3:34])[C:28]([OH:30])=[O:29])=S)[CH2:13][C:14]2[CH:19]=[CH:18][CH:17]=[CH:16][CH:15]=2)(=[O:10])=[O:9])=[CH:4][CH:3]=1.[N:46]#[C:47][NH2:48]. (4) The product is [N:23]1([CH2:22][C:19]2[CH:18]=[CH:17][C:16]([N:13]3[CH2:14][CH2:15][CH:10]([C:7]4[CH:6]=[CH:5][C:4]([C:3]([OH:29])=[O:2])=[CH:9][CH:8]=4)[CH2:11][CH2:12]3)=[CH:21][CH:20]=2)[CH2:28][CH2:27][O:26][CH2:25][CH2:24]1. The yield is 0.890. The reactants are C[O:2][C:3](=[O:29])[C:4]1[CH:9]=[CH:8][C:7]([CH:10]2[CH2:15][CH2:14][N:13]([C:16]3[CH:21]=[CH:20][C:19]([CH2:22][N:23]4[CH2:28][CH2:27][O:26][CH2:25][CH2:24]4)=[CH:18][CH:17]=3)[CH2:12][CH2:11]2)=[CH:6][CH:5]=1.[OH-].[Na+].Cl. The catalyst is O1CCOCC1. (5) The reactants are CC1C=CC(S(O[CH2:12][CH2:13][CH:14]([NH:20][C:21]([O:23][C:24]([CH3:27])([CH3:26])[CH3:25])=[O:22])[C:15]2[CH:19]=[CH:18][S:17][CH:16]=2)(=O)=O)=CC=1.[C-]#[N:29].[Na+].[Na+].[Cl-]. The catalyst is CS(C)=O. The product is [C:12]([CH2:13][CH:14]([NH:20][C:21](=[O:22])[O:23][C:24]([CH3:27])([CH3:26])[CH3:25])[C:15]1[CH:19]=[CH:18][S:17][CH:16]=1)#[N:29]. The yield is 0.250. (6) The yield is 1.00. The product is [F:1][C:2]1[C:3]([I:10])=[CH:4][C:5]([CH3:9])=[C:6]([CH:8]=1)[NH2:7]. The catalyst is C(OCC)(=O)C. The reactants are [F:1][C:2]1[CH:3]=[CH:4][C:5]([CH3:9])=[C:6]([CH:8]=1)[NH2:7].[I:10]I.C(N)(N)=O.OO.S(S([O-])=O)([O-])=O.[Na+].[Na+]. (7) The reactants are [N+]([C:4]1[CH:11]=[C:10]([N+:12]([O-:14])=[O:13])[CH:9]=[CH:8][C:5]=1[C:6]#[N:7])([O-])=O.C(=O)([O-])[O-].[K+].[K+].[C:21]([O:25][CH2:26][CH3:27])(=[O:24])[CH2:22][SH:23]. The catalyst is CN(C=O)C. The product is [NH2:7][C:6]1[C:5]2[CH:8]=[CH:9][C:10]([N+:12]([O-:14])=[O:13])=[CH:11][C:4]=2[S:23][C:22]=1[C:21]([O:25][CH2:26][CH3:27])=[O:24]. The yield is 0.320.